Dataset: Forward reaction prediction with 1.9M reactions from USPTO patents (1976-2016). Task: Predict the product of the given reaction. (1) Given the reactants [C:1]([OH:20])(=[O:19])[CH2:2][CH2:3][CH2:4][CH2:5][CH2:6][CH2:7][CH2:8]/[CH:9]=[CH:10]\[CH2:11]/[CH:12]=[CH:13]\[CH2:14][CH2:15][CH2:16][CH2:17][CH3:18].C(O)(=[O:39])CCCCCCC/C=C\C/C=C\C/C=C\CC, predict the reaction product. The product is: [OH:39][CH:13]([CH2:14][CH:15]=[CH:16][CH2:17][CH3:18])[CH2:12][CH2:11][CH:10]=[CH:9][CH2:8][CH2:7][CH2:6][CH2:5][CH2:4][CH2:3][CH2:2][C:1]([OH:20])=[O:19]. (2) Given the reactants [CH3:1][O:2][C:3]1[CH:8]=[CH:7][C:6]([C:9]2[CH:14]=[CH:13][C:12]([O:15][CH3:16])=[CH:11][CH:10]=2)=[C:5]([N+:17]([O-])=O)[CH:4]=1, predict the reaction product. The product is: [CH3:1][O:2][C:3]1[CH:8]=[CH:7][C:6]2[C:9]3[C:14](=[CH:13][C:12]([O:15][CH3:16])=[CH:11][CH:10]=3)[NH:17][C:5]=2[CH:4]=1. (3) Given the reactants [CH2:1]([O:3][C:4]([C:6]1[S:10][C:9]2[CH:11]=[C:12]([CH2:15]O)[CH:13]=[CH:14][C:8]=2[CH:7]=1)=[O:5])[CH3:2].C([N:19](CC)CC)C.[Cl-:24].[N-]=[N+]=[N-].[Na+].C1(P(C2C=CC=CC=2)C2C=CC=CC=2)C=CC=CC=1, predict the reaction product. The product is: [ClH:24].[CH2:1]([O:3][C:4]([C:6]1[S:10][C:9]2[CH:11]=[C:12]([CH2:15][NH2:19])[CH:13]=[CH:14][C:8]=2[CH:7]=1)=[O:5])[CH3:2]. (4) Given the reactants [OH:1][C@@H:2]1[CH2:6][CH2:5][O:4][C:3]1=[O:7].C1(P(C2C=CC=CC=2)C2C=CC=CC=2)C=CC=CC=1.[Br:27][C:28]1[CH:33]=[CH:32][C:31](O)=[C:30]([F:35])[CH:29]=1.N(C(OC(C)(C)C)=O)=NC(OC(C)(C)C)=O, predict the reaction product. The product is: [Br:27][C:28]1[CH:33]=[CH:32][C:31]([O:1][C@H:2]2[CH2:6][CH2:5][O:4][C:3]2=[O:7])=[C:30]([F:35])[CH:29]=1. (5) Given the reactants Br[C:2]1[C:10](Cl)=[CH:9][CH:8]=[CH:7][C:3]=1[C:4](O)=O.ClC1C2[C:19]3([O:25]C(=O)C=2C=CC=1)[CH2:24][CH2:23][NH:22][CH2:21][CH2:20]3.CO.Cl, predict the reaction product. The product is: [CH2:4]([N:22]1[CH2:23][CH2:24][C:19](=[O:25])[CH2:20][CH2:21]1)[C:3]1[CH:7]=[CH:8][CH:9]=[CH:10][CH:2]=1. (6) Given the reactants [F:1][C:2]([F:35])([F:34])[CH2:3][NH:4][C:5]([NH:7][C:8]1[CH:9]=[C:10]([C:14]2[N:18]3[N:19]=[CH:20][C:21]([C:23]4[CH:28]=[CH:27][C:26]([CH:29]([CH3:33])[C:30]([OH:32])=O)=[CH:25][CH:24]=4)=[CH:22][C:17]3=[N:16][CH:15]=2)[CH:11]=[CH:12][CH:13]=1)=[O:6].[CH3:36][NH:37][CH3:38], predict the reaction product. The product is: [CH3:36][N:37]([CH3:38])[C:30](=[O:32])[CH:29]([C:26]1[CH:25]=[CH:24][C:23]([C:21]2[CH:20]=[N:19][N:18]3[C:14]([C:10]4[CH:11]=[CH:12][CH:13]=[C:8]([NH:7][C:5]([NH:4][CH2:3][C:2]([F:34])([F:35])[F:1])=[O:6])[CH:9]=4)=[CH:15][N:16]=[C:17]3[CH:22]=2)=[CH:28][CH:27]=1)[CH3:33].